From a dataset of Reaction yield outcomes from USPTO patents with 853,638 reactions. Predict the reaction yield, written as a fraction of the theoretical maximum amount of product (1.0 means a 100% yield; for example, 0.34 means a 34% yield). (1) The reactants are [CH2:1]([C:3]1[CH:4]=[CH:5][C:6]([O:17][CH3:18])=[C:7]([C:9]([C:11]2[CH:16]=[CH:15][CH:14]=[CH:13][CH:12]=2)=[O:10])[CH:8]=1)[CH3:2].Br[CH:20]([CH2:24]CC)[CH2:21]CO.[C:27]([O-:30])([O-])=O.[Cs+].[Cs+].[CH3:33]N(C=O)C. No catalyst specified. The product is [CH2:1]([C:3]1[CH:4]=[CH:5][C:6]([O:17][CH:18]([CH2:33][CH2:27][OH:30])[CH2:21][CH2:20][CH3:24])=[C:7]([C:9]([C:11]2[CH:16]=[CH:15][CH:14]=[CH:13][CH:12]=2)=[O:10])[CH:8]=1)[CH3:2]. The yield is 0.710. (2) The reactants are [CH3:1][C@H:2]1[CH2:7][N:6]([CH:8]2[CH2:11][O:10][CH2:9]2)[C@H:5]([CH3:12])[CH2:4][N:3]1[C:13]1[CH:14]=[CH:15][C:16]([NH:19][C:20]2[C:25](=[O:26])[N:24]([CH3:27])[CH:23]=[C:22]([C:28]3[C:33]([CH:34]=[O:35])=[C:32]([N:36]4[CH2:49][CH2:48][N:39]5[C:40]6[CH2:41][CH2:42][CH2:43][CH2:44][C:45]=6[C:46]([F:47])=[C:38]5[C:37]4=[O:50])[N:31]=[CH:30][CH:29]=3)[CH:21]=2)=[N:17][CH:18]=1.[BH4-].[Na+]. The catalyst is CO. The product is [CH3:1][C@H:2]1[CH2:7][N:6]([CH:8]2[CH2:9][O:10][CH2:11]2)[C@H:5]([CH3:12])[CH2:4][N:3]1[C:13]1[CH:14]=[CH:15][C:16]([NH:19][C:20]2[C:25](=[O:26])[N:24]([CH3:27])[CH:23]=[C:22]([C:28]3[CH:29]=[CH:30][N:31]=[C:32]([N:36]4[CH2:49][CH2:48][N:39]5[C:40]6[CH2:41][CH2:42][CH2:43][CH2:44][C:45]=6[C:46]([F:47])=[C:38]5[C:37]4=[O:50])[C:33]=3[CH2:34][OH:35])[CH:21]=2)=[N:17][CH:18]=1. The yield is 0.250. (3) The reactants are Br[C:2]1[C:6](C)=[CH:5][S:4][CH:3]=1.[Li][CH2:9]CCC.C(O[B:17]1[O:21][C:20]([CH3:23])([CH3:22])[C:19]([CH3:25])([CH3:24])[O:18]1)(C)C. No catalyst specified. The product is [CH3:24][C:19]1([CH3:25])[C:20]([CH3:23])([CH3:22])[O:21][B:17]([C:6]2[CH:2]=[CH:3][S:4][C:5]=2[CH3:9])[O:18]1. The yield is 0.260. (4) The catalyst is C(Cl)Cl. The product is [Br:1][C:2]1[CH:3]=[C:4]([C:16]([NH:18][CH2:19][C:20]2[C:21](=[O:29])[NH:22][C:23]([CH3:28])=[CH:24][C:25]=2[CH2:26][Br:50])=[O:17])[C:5]2[CH:6]=[N:7][N:8]([CH:11]3[CH2:15][CH2:14][CH2:13][CH2:12]3)[C:9]=2[CH:10]=1. The reactants are [Br:1][C:2]1[CH:3]=[C:4]([C:16]([NH:18][CH2:19][C:20]2[C:21](=[O:29])[NH:22][C:23]([CH3:28])=[CH:24][C:25]=2[CH2:26]O)=[O:17])[C:5]2[CH:6]=[N:7][N:8]([CH:11]3[CH2:15][CH2:14][CH2:13][CH2:12]3)[C:9]=2[CH:10]=1.C1(P(C2C=CC=CC=2)C2C=CC=CC=2)C=CC=CC=1.C(Br)(Br)(Br)[Br:50]. The yield is 0.588. (5) The reactants are [CH2:1]([CH:4]1[CH2:9][CH2:8][CH:7]([CH2:10][OH:11])[CH2:6][CH2:5]1)[C:2]#[CH:3].N1C=CC=CC=1.[C:18](OC(=O)C)(=[O:20])[CH3:19]. The catalyst is CN(C=O)C. The product is [C:18]([O:11][CH2:10][CH:7]1[CH2:8][CH2:9][CH:4]([CH2:1][C:2]#[CH:3])[CH2:5][CH2:6]1)(=[O:20])[CH3:19]. The yield is 0.910. (6) The catalyst is CN1C(=O)CCC1. The yield is 0.933. The product is [Br:1][C:2]1[N:6]2[C:7]3[C:12]([N:13]=[C:14]([NH:20][CH2:16][CH:17]([CH3:19])[CH3:18])[C:5]2=[N:4][CH:3]=1)=[CH:11][CH:10]=[CH:9][CH:8]=3. The reactants are [Br:1][C:2]1[N:6]2[C:7]3[C:12]([N:13]=[C:14](Cl)[C:5]2=[N:4][CH:3]=1)=[CH:11][CH:10]=[CH:9][CH:8]=3.[CH2:16]([NH2:20])[CH:17]([CH3:19])[CH3:18].CCN(C(C)C)C(C)C.O.